From a dataset of Forward reaction prediction with 1.9M reactions from USPTO patents (1976-2016). Predict the product of the given reaction. Given the reactants [Cl:1][C:2]1[CH:3]=[CH:4][C:5]2[C:11]3[N:12](CC4C=CC(OC)=CC=4OC)[C:13](=[O:21])[C:14]([C:17]([O:19]C)=[O:18])=[C:15]([OH:16])[C:10]=3[CH2:9][CH2:8][CH2:7][C:6]=2[CH:33]=1.[CH3:34][N:35]1[CH2:40][CH2:39][CH2:38][C@@H:37]2[CH2:41][NH:42][CH2:43][C@H:36]12, predict the reaction product. The product is: [ClH:1].[OH:16][C:15]1[C:10]2[CH2:9][CH2:8][CH2:7][C:6]3[CH:33]=[C:2]([N:42]4[CH2:41][C@@H:37]5[C@@H:36]([N:35]([CH3:34])[CH2:40][CH2:39][CH2:38]5)[CH2:43]4)[CH:3]=[CH:4][C:5]=3[C:11]=2[NH:12][C:13](=[O:21])[C:14]=1[C:17]([OH:19])=[O:18].